Dataset: Full USPTO retrosynthesis dataset with 1.9M reactions from patents (1976-2016). Task: Predict the reactants needed to synthesize the given product. (1) Given the product [NH2:1][C:2]1([CH2:35][OH:36])[CH2:6][CH2:5][CH:4]([C:7]2[CH:8]=[C:9]3[C:32](=[CH:33][CH:34]=2)[C:13]2=[N:14][O:15][C:16]([C:17]4[C:21]([C:22]([F:25])([F:24])[F:23])=[C:20]([C:26]5[CH:27]=[CH:28][CH:29]=[CH:30][CH:31]=5)[O:19][N:18]=4)=[C:12]2[CH2:11][CH2:10]3)[CH2:3]1, predict the reactants needed to synthesize it. The reactants are: [NH2:1][C:2]1([C:35](OC)=[O:36])[CH2:6][CH2:5][CH:4]([C:7]2[CH:8]=[C:9]3[C:32](=[CH:33][CH:34]=2)[C:13]2=[N:14][O:15][C:16]([C:17]4[C:21]([C:22]([F:25])([F:24])[F:23])=[C:20]([C:26]5[CH:31]=[CH:30][CH:29]=[CH:28][CH:27]=5)[O:19][N:18]=4)=[C:12]2[CH2:11][CH2:10]3)[CH2:3]1.CCO.[BH4-].[Na+].[OH-].[Na+]. (2) The reactants are: [Br:1][C:2]1[CH:23]=[CH:22][C:5]([C:6]([NH:8][NH:9][C:10](=[O:21])[C:11]2[CH:16]=[CH:15][C:14]([C:17]([CH3:20])([CH3:19])[CH3:18])=[CH:13][CH:12]=2)=O)=[CH:4][CH:3]=1.P(=O)(Cl)(Cl)Cl. Given the product [Br:1][C:2]1[CH:23]=[CH:22][C:5]([C:6]2[O:21][C:10]([C:11]3[CH:12]=[CH:13][C:14]([C:17]([CH3:19])([CH3:18])[CH3:20])=[CH:15][CH:16]=3)=[N:9][N:8]=2)=[CH:4][CH:3]=1, predict the reactants needed to synthesize it. (3) Given the product [CH3:35][O:34][C:32]([C:26]1[CH:27]=[C:28]2[C:23](=[CH:24][CH:25]=1)[C@H:22]([N:19]1[CH:18]=[C:17]([CH2:16][C@@H:12]([NH:11][S:8]([C:5]3[CH:6]=[CH:7][C:2]([CH3:1])=[CH:3][CH:4]=3)(=[O:9])=[O:10])[C:13]([OH:15])=[O:14])[N:21]=[N:20]1)[CH2:31][CH2:30][CH2:29]2)=[O:33], predict the reactants needed to synthesize it. The reactants are: [CH3:1][C:2]1[CH:7]=[CH:6][C:5]([S:8]([NH:11][C@H:12]([CH2:16][C:17]#[CH:18])[C:13]([OH:15])=[O:14])(=[O:10])=[O:9])=[CH:4][CH:3]=1.[N:19]([C@@H:22]1[CH2:31][CH2:30][CH2:29][C:28]2[CH:27]=[C:26]([C:32]([O:34][CH3:35])=[O:33])[CH:25]=[CH:24][C:23]1=2)=[N+:20]=[N-:21].O=C1O[C@H]([C@H](CO)O)C([O-])=C1O.[Na+]. (4) Given the product [NH2:29][C:30]1[N:35]=[C:34]([C:17]2[CH:16]=[CH:15][C:14]([CH2:13][C@H:9]([NH:8][C:6]([O:5][C:1]([CH3:2])([CH3:3])[CH3:4])=[O:7])[C:10]([OH:12])=[O:11])=[CH:19][CH:18]=2)[CH:33]=[C:32]([Cl:37])[N:31]=1, predict the reactants needed to synthesize it. The reactants are: [C:1]([O:5][C:6]([NH:8][C@@H:9]([CH2:13][C:14]1[CH:19]=[CH:18][C:17](B2OC(C)(C)C(C)(C)O2)=[CH:16][CH:15]=1)[C:10]([OH:12])=[O:11])=[O:7])([CH3:4])([CH3:3])[CH3:2].[NH2:29][C:30]1[N:35]=[C:34](Cl)[CH:33]=[C:32]([Cl:37])[N:31]=1.C(=O)(O)[O-].[K+].O.